The task is: Predict the reactants needed to synthesize the given product.. This data is from Full USPTO retrosynthesis dataset with 1.9M reactions from patents (1976-2016). (1) The reactants are: C(OC([N:8]1[CH2:13][CH2:12][N:11]([C:14]2[C:15]3[S:22][CH2:21][CH2:20][C:16]=3[N:17]=[CH:18][N:19]=2)[CH2:10][CH2:9]1)=O)(C)(C)C.[ClH:23]. Given the product [ClH:23].[N:11]1([C:14]2[C:15]3[S:22][CH2:21][CH2:20][C:16]=3[N:17]=[CH:18][N:19]=2)[CH2:12][CH2:13][NH:8][CH2:9][CH2:10]1, predict the reactants needed to synthesize it. (2) The reactants are: [N:1]([C:4]([C:7]1[CH:8]=[CH:9][C:10]2[C:14]([CH3:16])([CH3:15])[O:13][B:12]([OH:17])[C:11]=2[CH:18]=1)([CH3:6])[CH3:5])=[N+]=[N-]. Given the product [NH2:1][C:4]([C:7]1[CH:8]=[CH:9][C:10]2[C:14]([CH3:16])([CH3:15])[O:13][B:12]([OH:17])[C:11]=2[CH:18]=1)([CH3:6])[CH3:5], predict the reactants needed to synthesize it. (3) The reactants are: [Cl:1][C:2]1[CH:7]=[CH:6][N:5]=[C:4]([NH2:8])[C:3]=1I.C[O:11][C:12](=O)[C:13]1[CH:18]=[C:17]([O:19][CH2:20][CH2:21][CH2:22][N:23]2[CH2:28][CH2:27][O:26][CH2:25][CH2:24]2)[CH:16]=[CH:15][C:14]=1B1OC(C)(C)C(C)(C)O1. Given the product [Cl:1][C:2]1[CH:7]=[CH:6][N:5]=[C:4]2[C:3]=1[C:14]1[CH:15]=[CH:16][C:17]([O:19][CH2:20][CH2:21][CH2:22][N:23]3[CH2:24][CH2:25][O:26][CH2:27][CH2:28]3)=[CH:18][C:13]=1[C:12](=[O:11])[NH:8]2, predict the reactants needed to synthesize it.